Predict the reaction yield, written as a fraction of the theoretical maximum amount of product (1.0 means a 100% yield; for example, 0.34 means a 34% yield). From a dataset of Reaction yield outcomes from USPTO patents with 853,638 reactions. (1) The reactants are [CH3:1][NH:2][CH2:3][CH2:4][CH:5]=[CH2:6].[Na].C(C1C=CC=CC=1)(=O)C1C=CC=CC=1.[C:22](O[C:22]([O:24][C:25]([CH3:28])([CH3:27])[CH3:26])=[O:23])([O:24][C:25]([CH3:28])([CH3:27])[CH3:26])=[O:23].C(=O)=O. The catalyst is C1COCC1. The product is [CH3:1][N:2]([C:22]([O:24][C:25]([CH3:28])([CH3:27])[CH3:26])=[O:23])[CH2:3][CH2:4][CH:5]=[CH2:6]. The yield is 0.402. (2) The reactants are C(OC([NH:11][C@H:12]([CH2:21][O:22][CH2:23][O:24][CH3:25])[CH2:13][C:14]([O:16][C:17]([CH3:20])([CH3:19])[CH3:18])=[O:15])=O)C1C=CC=CC=1.[H][H]. The catalyst is CO.[Pd]. The product is [NH2:11][C@H:12]([CH2:21][O:22][CH2:23][O:24][CH3:25])[CH2:13][C:14]([O:16][C:17]([CH3:20])([CH3:18])[CH3:19])=[O:15]. The yield is 0.840. (3) The reactants are [CH3:1][C:2]1[CH:7]=[C:6]([CH3:8])[NH:5][C:4](=[O:9])[C:3]=1[CH2:10][NH:11][C:12](=[O:36])[C:13]1[CH:18]=[C:17]([C:19]2[CH:20]=[N:21][C:22]([CH:25]=O)=[CH:23][CH:24]=2)[CH:16]=[C:15]([N:27]([CH3:34])[CH:28]2[CH2:33][CH2:32][O:31][CH2:30][CH2:29]2)[C:14]=1[CH3:35].[CH3:37][NH:38][CH3:39].C(O)(=O)C.C([BH3-])#N.[Na+]. The catalyst is CO. The product is [CH3:1][C:2]1[CH:7]=[C:6]([CH3:8])[NH:5][C:4](=[O:9])[C:3]=1[CH2:10][NH:11][C:12](=[O:36])[C:13]1[CH:18]=[C:17]([C:19]2[CH:20]=[N:21][C:22]([CH2:25][N:38]([CH3:39])[CH3:37])=[CH:23][CH:24]=2)[CH:16]=[C:15]([N:27]([CH3:34])[CH:28]2[CH2:29][CH2:30][O:31][CH2:32][CH2:33]2)[C:14]=1[CH3:35]. The yield is 0.260. (4) The reactants are [F:1][C:2]1[CH:3]=[C:4]2[C:8](=[CH:9][CH:10]=1)[N:7]([C:11]1[CH:16]=[CH:15][CH:14]=[C:13]([C:17]#[C:18][C@:19]3([OH:26])[CH2:23][CH2:22][N:21]([CH3:24])[C:20]3=[O:25])[CH:12]=1)[N:6]=[C:5]2[C:27]([O:29]C)=O.[NH3:31]. The catalyst is CO. The product is [F:1][C:2]1[CH:3]=[C:4]2[C:8](=[CH:9][CH:10]=1)[N:7]([C:11]1[CH:16]=[CH:15][CH:14]=[C:13]([C:17]#[C:18][C@:19]3([OH:26])[CH2:23][CH2:22][N:21]([CH3:24])[C:20]3=[O:25])[CH:12]=1)[N:6]=[C:5]2[C:27]([NH2:31])=[O:29]. The yield is 0.470. (5) The reactants are O.[NH2:2][NH2:3].Cl[C:5]1[C:14]2[C:9](=[CH:10][CH:11]=[CH:12][CH:13]=2)[CH:8]=[N:7][N:6]=1. The catalyst is C(O)C. The product is [CH:11]1[CH:12]=[CH:13][C:14]2[C:9](=[CH:8][N:7]=[N:6][C:5]=2[NH:2][NH2:3])[CH:10]=1. The yield is 0.800.